From a dataset of Forward reaction prediction with 1.9M reactions from USPTO patents (1976-2016). Predict the product of the given reaction. (1) Given the reactants [Li]CCCC.[CH3:6][Si:7]([CH3:12])([CH3:11])[C:8]#[C:9][CH3:10].Cl[CH2:14][C:15]1[N:19]([CH3:20])[C:18]2[CH:21]=[CH:22][CH:23]=[CH:24][C:17]=2[N:16]=1, predict the reaction product. The product is: [CH3:20][N:19]1[C:18]2[CH:21]=[CH:22][CH:23]=[CH:24][C:17]=2[N:16]=[C:15]1[CH2:14][CH2:10][C:9]#[C:8][Si:7]([CH3:12])([CH3:11])[CH3:6]. (2) Given the reactants Cl[CH2:2][C:3]1[CH:8]=[CH:7][C:6]([CH2:9][NH:10][C:11](=[O:13])[CH3:12])=[CH:5][CH:4]=1.[C:14]1([N:20]2[CH2:25][CH2:24][NH:23][CH2:22][CH2:21]2)[CH:19]=[CH:18][CH:17]=[CH:16][CH:15]=1.C(=O)([O-])[O-].[K+].[K+].O, predict the reaction product. The product is: [C:14]1([N:20]2[CH2:25][CH2:24][N:23]([CH2:2][C:3]3[CH:8]=[CH:7][C:6]([CH2:9][NH:10][C:11](=[O:13])[CH3:12])=[CH:5][CH:4]=3)[CH2:22][CH2:21]2)[CH:19]=[CH:18][CH:17]=[CH:16][CH:15]=1. (3) The product is: [CH3:23][S:4][C:3]([N:5]1[CH2:9][CH2:8][CH2:7][C@@H:6]1[C:10]1[N:11]=[N:12][N:13]([C:15]2[CH:20]=[CH:19][CH:18]=[C:17]([C:21]#[N:22])[CH:16]=2)[N:14]=1)=[N:2][CH3:1]. Given the reactants [CH3:1][NH:2][C:3]([N:5]1[CH2:9][CH2:8][CH2:7][C@@H:6]1[C:10]1[N:11]=[N:12][N:13]([C:15]2[CH:20]=[CH:19][CH:18]=[C:17]([C:21]#[N:22])[CH:16]=2)[N:14]=1)=[S:4].[CH3:23]C(C)([O-])C.[Na+].CI.O, predict the reaction product. (4) Given the reactants [CH3:1][C:2]1[CH:7]=[CH:6][N:5]2[C:8]([C:11]3[CH:12]=[C:13]([OH:17])[CH:14]=[CH:15][CH:16]=3)=[CH:9][N:10]=[C:4]2[CH:3]=1.N1C=CC=CC=1.[F:24][C:25]([F:38])([F:37])[S:26](O[S:26]([C:25]([F:38])([F:37])[F:24])(=[O:28])=[O:27])(=[O:28])=[O:27].O, predict the reaction product. The product is: [CH3:1][C:2]1[CH:7]=[CH:6][N:5]2[C:8]([C:11]3[CH:12]=[C:13]([O:17][S:26]([C:25]([F:38])([F:37])[F:24])(=[O:28])=[O:27])[CH:14]=[CH:15][CH:16]=3)=[CH:9][N:10]=[C:4]2[CH:3]=1. (5) Given the reactants [O:1]1[C:5]2[CH:6]=[CH:7][CH:8]=[C:9]([N:10]3[CH2:15][CH2:14][N:13]([CH2:16][CH2:17][CH:18]4[CH2:23][CH2:22][CH:21]([NH:24][C:25](=[O:30])[C:26]([OH:29])([CH3:28])[CH3:27])[CH2:20][CH2:19]4)[CH2:12][CH2:11]3)[C:4]=2[O:3][CH2:2]1.[CH3:31]I, predict the reaction product. The product is: [O:1]1[C:5]2[CH:6]=[CH:7][CH:8]=[C:9]([N:10]3[CH2:15][CH2:14][N:13]([CH2:16][CH2:17][C@H:18]4[CH2:19][CH2:20][C@H:21]([NH:24][C:25](=[O:30])[C:26]([O:29][CH3:31])([CH3:28])[CH3:27])[CH2:22][CH2:23]4)[CH2:12][CH2:11]3)[C:4]=2[O:3][CH2:2]1. (6) Given the reactants Cl[CH2:2][C:3]1[CH:4]=[C:5]([CH:17]=[C:18]([O:20][CH2:21][CH3:22])[CH:19]=1)[O:6][C:7]1[CH:12]=[CH:11][C:10]([C:13]([F:16])([F:15])[F:14])=[CH:9][N:8]=1.[CH2:23]([O:25][P:26]([O:30]CC)[O:27][CH2:28][CH3:29])[CH3:24], predict the reaction product. The product is: [CH2:21]([O:20][C:18]1[CH:19]=[C:3]([CH:4]=[C:5]([O:6][C:7]2[CH:12]=[CH:11][C:10]([C:13]([F:16])([F:15])[F:14])=[CH:9][N:8]=2)[CH:17]=1)[CH2:2][P:26](=[O:30])([O:27][CH2:28][CH3:29])[O:25][CH2:23][CH3:24])[CH3:22]. (7) The product is: [C:4]([CH2:6][C:7]1[CH:33]=[CH:32][C:10]([CH2:11][C:12]2[C:16]3[C:17](=[O:31])[N:18]([C:25]4[CH:26]=[CH:27][CH:28]=[CH:29][CH:30]=4)[C:19]4[N:20]=[CH:21][CH:22]=[CH:23][C:24]=4[C:15]=3[NH:14][N:13]=2)=[CH:9][CH:8]=1)([OH:5])=[O:3]. Given the reactants C([O:3][C:4]([CH2:6][C:7]1[CH:33]=[CH:32][C:10]([CH2:11][C:12]2[C:16]3[C:17](=[O:31])[N:18]([C:25]4[CH:30]=[CH:29][CH:28]=[CH:27][CH:26]=4)[C:19]4[N:20]=[CH:21][CH:22]=[CH:23][C:24]=4[C:15]=3[NH:14][N:13]=2)=[CH:9][CH:8]=1)=[O:5])C.S(=O)(=O)(O)O.O, predict the reaction product. (8) Given the reactants C(C(CCCC)COC(=O)C[CH2:8][S:9][C:10]1[CH:19]=[C:18]2[C:13]([C:14]([C:23]3[CH:28]=[CH:27][CH:26]=[CH:25][CH:24]=3)=[CH:15][C:16]3[N:17]2[CH:20]=[CH:21][N:22]=3)=[CH:12][CH:11]=1)C.N#N.CC(C)([O-])C.[K+].[CH3:42][O:43][C:44]([C:46]1([C:52]2[CH:57]=C[CH:55]=[C:54](Br)[CH:53]=2)[CH2:51][CH2:50][O:49][CH2:48][CH2:47]1)=[O:45].C1(P(C2C=CC=CC=2)C2C3OC4C(=CC=CC=4P(C4C=CC=CC=4)C4C=CC=CC=4)C(C)(C)C=3C=CC=2)C=CC=CC=1.CCN(C(C)C)C(C)C, predict the reaction product. The product is: [CH3:42][O:43][C:44]([C:46]1([C:52]2[CH:53]=[CH:54][CH:55]=[C:8]([S:9][C:10]3[CH:19]=[C:18]4[C:13]([C:14]([C:23]5[CH:28]=[CH:27][CH:26]=[CH:25][CH:24]=5)=[CH:15][C:16]5[N:17]4[CH:20]=[CH:21][N:22]=5)=[CH:12][CH:11]=3)[CH:57]=2)[CH2:47][CH2:48][O:49][CH2:50][CH2:51]1)=[O:45].